This data is from Catalyst prediction with 721,799 reactions and 888 catalyst types from USPTO. The task is: Predict which catalyst facilitates the given reaction. Reactant: Cl.[NH2:2][C:3]([CH3:26])([CH2:6][CH2:7][C:8]1[CH:13]=[CH:12][C:11]([O:14][CH2:15][CH2:16][CH2:17][CH2:18][CH2:19][CH2:20][CH3:21])=[C:10]([C:22]([F:25])([F:24])[F:23])[CH:9]=1)[CH2:4][OH:5]. Product: [NH2:2][C:3]([CH3:26])([CH2:6][CH2:7][C:8]1[CH:13]=[CH:12][C:11]([O:14][CH2:15][CH2:16][CH2:17][CH2:18][CH2:19][CH2:20][CH3:21])=[C:10]([C:22]([F:23])([F:24])[F:25])[CH:9]=1)[CH2:4][OH:5]. The catalyst class is: 662.